From a dataset of Plasma protein binding rate (PPBR) regression data from AstraZeneca. Regression/Classification. Given a drug SMILES string, predict its absorption, distribution, metabolism, or excretion properties. Task type varies by dataset: regression for continuous measurements (e.g., permeability, clearance, half-life) or binary classification for categorical outcomes (e.g., BBB penetration, CYP inhibition). For this dataset (ppbr_az), we predict Y. (1) The drug is COc1cc2ncc(C(N)=O)c(Nc3cc(C)ccc3F)c2cc1OC. The Y is 96.4 %. (2) The compound is Cc1nn(-c2ccc(F)cc2)c(NS(=O)(=O)c2ccc(C#N)cc2)c1C(=O)N[C@@H](C)C(C)(C)C. The Y is 95.6 %. (3) The drug is CC(C)(O)c1ccccc1CC[C@@H](SCC1(CC(=O)O)CC1)c1cccc(/C=C/c2ccc3ccc(Cl)cc3n2)c1. The Y is 100.0 %. (4) The molecule is Cc1ccc(Cl)cc1NC(=O)CCS(=O)(=O)c1ccc(Br)s1. The Y is 98.9 %. (5) The drug is O=C(CCCN1CC[Si](O)(c2ccc(Cl)cc2)CC1)c1ccc(F)cc1. The Y is 94.6 %. (6) The drug is O=C(O)[C@H](Cc1ccccc1F)N1CCC(CN2CCC(Oc3ccc(Cl)c(Cl)c3)CC2)CC1. The Y is 88.6 %. (7) The drug is CC(=O)N1CCN(c2nc(NC(C)(C)Cc3ccc(Cl)cc3)c3c(n2)C(=O)N(C(C)C)C3)CC1. The Y is 96.8 %.